From a dataset of Reaction yield outcomes from USPTO patents with 853,638 reactions. Predict the reaction yield, written as a fraction of the theoretical maximum amount of product (1.0 means a 100% yield; for example, 0.34 means a 34% yield). The reactants are [CH3:1][N:2]([CH3:21])[CH:3]([C:5]1[CH:14]=[C:13]([OH:15])[CH:12]=[C:11]2[C:6]=1[C:7]1[CH:20]=[CH:19][CH:18]=[CH:17][C:8]=1[C:9](=[O:16])[O:10]2)[CH3:4].C(Cl)(=O)N.[C:26]([O-:29])(O)=O.[Na+].[N:31]1[CH:36]=CC=[CH:33][CH:32]=1. No catalyst specified. The product is [CH2:32]([N:31]([CH3:36])[C:26](=[O:29])[O:15][C:13]1[CH:12]=[C:11]2[C:6]([C:7]3[CH:20]=[CH:19][CH:18]=[CH:17][C:8]=3[C:9](=[O:16])[O:10]2)=[C:5]([CH:3]([N:2]([CH3:1])[CH3:21])[CH3:4])[CH:14]=1)[CH3:33]. The yield is 0.600.